From a dataset of Forward reaction prediction with 1.9M reactions from USPTO patents (1976-2016). Predict the product of the given reaction. (1) Given the reactants [CH:1]1[C:6]2[S:7][C:8]3[C:9]4[C:14]([N:15]=[C:16]5[C:21]=3[CH:20]=[CH:19][CH:18]=[CH:17]5)=[CH:13][CH:12]=[CH:11][C:10]=4[C:5]=2[C:4]([C:22]([O:24][CH3:25])=[O:23])=[CH:3][CH:2]=1.[CH3:26][I:27], predict the reaction product. The product is: [I-:27].[CH3:25][O:24][C:22]([C:4]1[C:5]2[C:10]3[CH:11]=[CH:12][CH:13]=[C:14]4[N+:15]([CH3:26])=[C:16]5[C:21]([CH:20]=[CH:19][CH:18]=[CH:17]5)=[C:8]([C:9]=34)[S:7][C:6]=2[CH:1]=[CH:2][CH:3]=1)=[O:23]. (2) Given the reactants [Cl:1][C:2]1[C:3]([O:30][C@H:31]2[CH2:36][CH2:35][CH2:34][CH2:33][C@@H:32]2[C:37]2[N:41]([CH3:42])[N:40]=[CH:39][CH:38]=2)=[CH:4][C:5]([F:29])=[C:6]([S:8]([N:11](CC2C=CC(OC)=CC=2OC)[C:12]2[CH:17]=[CH:16][N:15]=[CH:14][N:13]=2)(=[O:10])=[O:9])[CH:7]=1.C([SiH](CC)CC)C, predict the reaction product. The product is: [Cl:1][C:2]1[C:3]([O:30][C@H:31]2[CH2:36][CH2:35][CH2:34][CH2:33][C@@H:32]2[C:37]2[N:41]([CH3:42])[N:40]=[CH:39][CH:38]=2)=[CH:4][C:5]([F:29])=[C:6]([S:8]([NH:11][C:12]2[CH:17]=[CH:16][N:15]=[CH:14][N:13]=2)(=[O:10])=[O:9])[CH:7]=1. (3) The product is: [F:50][C:51]1[C:59]2[N:58]=[C:57]([CH2:60][CH:61]3[CH2:66][CH2:65][CH2:64][CH2:63][N:62]3[C:14]([C:9]3[N:10]=[C:11]([CH3:13])[S:12][C:8]=3[C:5]3[CH:4]=[CH:3][C:2]([F:1])=[CH:7][CH:6]=3)=[O:16])[NH:56][C:55]=2[CH:54]=[CH:53][C:52]=1[F:67]. Given the reactants [F:1][C:2]1[CH:7]=[CH:6][C:5]([C:8]2[S:12][C:11]([CH3:13])=[N:10][C:9]=2[C:14]([OH:16])=O)=[CH:4][CH:3]=1.CN(C(ON1N=NC2C=CC=NC1=2)=[N+](C)C)C.F[P-](F)(F)(F)(F)F.C(N(CC)C(C)C)(C)C.[F:50][C:51]1[C:59]2[N:58]=[C:57]([CH2:60][CH:61]3[CH2:66][CH2:65][CH2:64][CH2:63][NH:62]3)[NH:56][C:55]=2[CH:54]=[CH:53][C:52]=1[F:67], predict the reaction product. (4) The product is: [CH2:3]=[C:2]1[C:11]2[C:6](=[CH:7][CH:8]=[CH:9][CH:10]=2)[CH2:5][O:4][CH2:1]1. Given the reactants [CH2:1]([O:4][CH2:5][C:6]1[CH:11]=[CH:10][CH:9]=[CH:8][C:7]=1I)[CH:2]=[CH2:3].C1C=CC(P(C2C=CC=CC=2)C2C=CC=CC=2)=CC=1, predict the reaction product.